Dataset: Full USPTO retrosynthesis dataset with 1.9M reactions from patents (1976-2016). Task: Predict the reactants needed to synthesize the given product. (1) Given the product [F:27][CH:2]([F:1])[O:3][CH:4]=[C:5]([C:20]1[CH:25]=[CH:24][C:23]([Cl:26])=[CH:22][CH:21]=1)[C:6]([NH:8][CH2:9][CH2:10][C:11]1[CH:16]=[CH:15][C:14]([O:17][CH2:36][C:35]#[CH:34])=[C:13]([O:18][CH3:19])[CH:12]=1)=[O:7], predict the reactants needed to synthesize it. The reactants are: [F:1][CH:2]([F:27])[O:3][CH:4]=[C:5]([C:20]1[CH:25]=[CH:24][C:23]([Cl:26])=[CH:22][CH:21]=1)[C:6]([NH:8][CH2:9][CH2:10][C:11]1[CH:16]=[CH:15][C:14]([OH:17])=[C:13]([O:18][CH3:19])[CH:12]=1)=[O:7].CN(C)C=O.Cl[CH2:34][C:35]#[CH:36].[H-].[Na+]. (2) Given the product [Br:1][C:2]1[C:3]([CH3:14])=[C:4]([C:9]2[CH2:13][CH2:12][O:11][N:10]=2)[C:5]([S:23][CH3:22])=[CH:6][CH:7]=1, predict the reactants needed to synthesize it. The reactants are: [Br:1][C:2]1[C:3]([CH3:14])=[C:4]([C:9]2[CH2:13][CH2:12][O:11][N:10]=2)[C:5](Br)=[CH:6][CH:7]=1.CN1C(=O)CCC1.[CH3:22][S-:23].[Na+]. (3) Given the product [NH2:3][C:4]1[CH:39]=[C:38]([C:40]([F:43])([F:41])[F:42])[CH:37]=[CH:36][C:5]=1[CH2:6][N:7]1[C:15]2[C:10](=[N:11][C:12]([C:23]([OH:24])=[O:46])=[N:13][C:14]=2[NH:16][C@@H:17]([CH:19]2[CH2:22][CH2:21][CH2:20]2)[CH3:18])[N:9]=[C:8]1[C:27]1[CH:32]=[C:31]([CH:33]([CH3:35])[CH3:34])[CH:30]=[CH:29][N:28]=1.[C:38]([OH:46])([C:40]([F:43])([F:42])[F:41])=[O:1], predict the reactants needed to synthesize it. The reactants are: [OH-:1].[Na+].[NH2:3][C:4]1[CH:39]=[C:38]([C:40]([F:43])([F:42])[F:41])[CH:37]=[CH:36][C:5]=1[CH2:6][N:7]1[C:15]2[C:10](=[N:11][C:12]([C:23](NN)=[O:24])=[N:13][C:14]=2[NH:16][C@@H:17]([CH:19]2[CH2:22][CH2:21][CH2:20]2)[CH3:18])[N:9]=[C:8]1[C:27]1[CH:32]=[C:31]([CH:33]([CH3:35])[CH3:34])[CH:30]=[CH:29][N:28]=1.C([OH:46])C.